This data is from Reaction yield outcomes from USPTO patents with 853,638 reactions. The task is: Predict the reaction yield, written as a fraction of the theoretical maximum amount of product (1.0 means a 100% yield; for example, 0.34 means a 34% yield). (1) The reactants are C([O:3][C:4]([C:6]1[C:7]([C:12]2[CH:17]=[CH:16][C:15]([F:18])=[CH:14][N:13]=2)=[N:8][O:9][C:10]=1[CH3:11])=O)C.O.[OH-].[Na+]. The catalyst is C1COCC1. The product is [F:18][C:15]1[CH:16]=[CH:17][C:12]([C:7]2[C:6]([CH2:4][OH:3])=[C:10]([CH3:11])[O:9][N:8]=2)=[N:13][CH:14]=1. The yield is 0.710. (2) The reactants are [CH3:1][C:2]1([CH3:9])[O:6][CH:5]([CH2:7]O)[CH2:4][O:3]1.CCN(CC)CC.[C:17]1([CH3:27])[CH:22]=[CH:21][C:20]([S:23](Cl)(=[O:25])=[O:24])=[CH:19][CH:18]=1. The product is [CH3:9][C:2]1([CH3:1])[O:6][CH:5]([CH2:7][S:23]([C:20]2[CH:21]=[CH:22][C:17]([CH3:27])=[CH:18][CH:19]=2)(=[O:25])=[O:24])[CH2:4][O:3]1. The yield is 0.450. The catalyst is C(Cl)Cl. (3) The reactants are C[O:2][C:3]([C:5]1[N:6]=[C:7]([C:18]2[CH:23]=[CH:22][C:21]([C:24]([F:27])([F:26])[F:25])=[CH:20][CH:19]=2)[O:8][C:9]=1[C:10]1[CH:15]=[CH:14][C:13]([C:16]#[N:17])=[CH:12][CH:11]=1)=[O:4].[OH-].[Li+]. The catalyst is C1COCC1.Cl.C(OCC)(=O)C. The product is [C:16]([C:13]1[CH:14]=[CH:15][C:10]([C:9]2[O:8][C:7]([C:18]3[CH:23]=[CH:22][C:21]([C:24]([F:25])([F:26])[F:27])=[CH:20][CH:19]=3)=[N:6][C:5]=2[C:3]([OH:4])=[O:2])=[CH:11][CH:12]=1)#[N:17]. The yield is 0.860. (4) The reactants are [CH3:1][C:2]([C:13]1[CH:18]=[CH:17][C:16]([N+:19]([O-])=O)=[CH:15][CH:14]=1)([C:8]([O:10][CH2:11][CH3:12])=[O:9])[C:3]([O:5][CH2:6][CH3:7])=[O:4]. The catalyst is CCO. The product is [NH2:19][C:16]1[CH:17]=[CH:18][C:13]([C:2]([CH3:1])([C:3]([O:5][CH2:6][CH3:7])=[O:4])[C:8]([O:10][CH2:11][CH3:12])=[O:9])=[CH:14][CH:15]=1. The yield is 0.830. (5) The reactants are CC1(C)[O:6][C@@H:5]([C@@H:7]([C:17]2[S:18][CH:19]=[CH:20][CH:21]=2)[N:8]2[C:16]3[C:11](=[CH:12][CH:13]=[CH:14][CH:15]=3)[CH:10]=[CH:9]2)[CH2:4][O:3]1.C1(S(O)(=O)=O)C=CC=CC=1. The catalyst is CO.C(OCC)(=O)C. The product is [N:8]1([C@@H:7]([C:17]2[S:18][CH:19]=[CH:20][CH:21]=2)[C@H:5]([OH:6])[CH2:4][OH:3])[C:16]2[C:11](=[CH:12][CH:13]=[CH:14][CH:15]=2)[CH:10]=[CH:9]1. The yield is 0.740.